From a dataset of Catalyst prediction with 721,799 reactions and 888 catalyst types from USPTO. Predict which catalyst facilitates the given reaction. (1) Reactant: [Cl:1][C:2]1[CH:3]=[CH:4][C:5]([C:33]#[N:34])=[C:6]([C:8]2[C:13]([O:14][CH3:15])=[CH:12][N:11]([CH:16]([CH2:24][C:25]3([C:28]([F:31])([F:30])[F:29])[CH2:27][CH2:26]3)[C:17]([O:19]C(C)(C)C)=[O:18])[C:10](=[O:32])[CH:9]=2)[CH:7]=1.C(O)(C(F)(F)F)=O. Product: [Cl:1][C:2]1[CH:3]=[CH:4][C:5]([C:33]#[N:34])=[C:6]([C:8]2[C:13]([O:14][CH3:15])=[CH:12][N:11]([CH:16]([CH2:24][C:25]3([C:28]([F:30])([F:31])[F:29])[CH2:26][CH2:27]3)[C:17]([OH:19])=[O:18])[C:10](=[O:32])[CH:9]=2)[CH:7]=1. The catalyst class is: 4. (2) Reactant: C([N:8](CC1C=CC=CC=1)[C:9]1[C:14]([F:15])=[CH:13][C:12]([N:16]2[CH2:21][CH2:20][N:19]([C:22]([O:24][C:25]([CH3:28])([CH3:27])[CH3:26])=[O:23])[CH2:18][CH2:17]2)=[C:11]([CH3:29])[CH:10]=1)C1C=CC=CC=1. Product: [NH2:8][C:9]1[C:14]([F:15])=[CH:13][C:12]([N:16]2[CH2:21][CH2:20][N:19]([C:22]([O:24][C:25]([CH3:27])([CH3:26])[CH3:28])=[O:23])[CH2:18][CH2:17]2)=[C:11]([CH3:29])[CH:10]=1. The catalyst class is: 43. (3) Reactant: C=C.[C:3]([O:9][CH3:10])(=[O:8])[CH2:4][CH2:5][CH:6]=[CH2:7]. Product: [CH2:3]=[CH2:4].[C:3]([O:9][CH3:10])(=[O:8])[CH2:4][CH2:5][CH:6]=[CH2:7]. The catalyst class is: 2. (4) Reactant: [Cl:1][C:2]1[CH:3]=[C:4]([CH2:37][OH:38])[CH:5]=[N:6][C:7]=1[N:8]1[CH2:13][CH2:12][N:11]([C:14]2[NH:18][C:17]3[C:19]([C:27]4[CH:32]=[C:31]([F:33])[C:30]([F:34])=[C:29]([F:35])[CH:28]=4)=[CH:20][C:21]([C:23]([F:26])([F:25])[F:24])=[CH:22][C:16]=3[N:15]=2)[C@H:10]([CH3:36])[CH2:9]1. The catalyst class is: 697. Product: [Cl:1][C:2]1[CH:3]=[C:4]([CH:37]=[O:38])[CH:5]=[N:6][C:7]=1[N:8]1[CH2:13][CH2:12][N:11]([C:14]2[NH:18][C:17]3[C:19]([C:27]4[CH:28]=[C:29]([F:35])[C:30]([F:34])=[C:31]([F:33])[CH:32]=4)=[CH:20][C:21]([C:23]([F:25])([F:24])[F:26])=[CH:22][C:16]=3[N:15]=2)[C@H:10]([CH3:36])[CH2:9]1. (5) Reactant: [F:1][C:2]1[CH:7]=[CH:6][CH:5]=[CH:4][CH:3]=1.[Cl-].[Cl-].[Cl-].[Al+3].[C:12]1(=[O:18])[O:17][C:15](=[O:16])[CH2:14][CH2:13]1. Product: [F:1][C:2]1[CH:7]=[CH:6][C:5]([C:12](=[O:18])[CH2:13][CH2:14][C:15]([OH:17])=[O:16])=[CH:4][CH:3]=1. The catalyst class is: 2.